This data is from Catalyst prediction with 721,799 reactions and 888 catalyst types from USPTO. The task is: Predict which catalyst facilitates the given reaction. (1) Reactant: [H-].[H-].[H-].[H-].[Li+].[Al+3].C([O:9][C:10](=O)[CH2:11][CH:12]1[N:17]2[CH:18]=[CH:19][C:20](=[O:30])[C:21]([O:22][CH2:23][C:24]3[CH:29]=[CH:28][CH:27]=[CH:26][CH:25]=3)=[C:16]2[C:15](=[O:31])[N:14]([CH2:32][C:33]2[CH:38]=[CH:37][C:36]([F:39])=[CH:35][CH:34]=2)[CH2:13]1)C. Product: [CH2:23]([O:22][C:21]1[C:20](=[O:30])[CH:19]=[CH:18][N:17]2[CH:12]([CH2:11][CH2:10][OH:9])[CH2:13][N:14]([CH2:32][C:33]3[CH:38]=[CH:37][C:36]([F:39])=[CH:35][CH:34]=3)[C:15](=[O:31])[C:16]=12)[C:24]1[CH:29]=[CH:28][CH:27]=[CH:26][CH:25]=1. The catalyst class is: 1. (2) The catalyst class is: 21. Reactant: [OH:1][C:2]1[CH:7]=[CH:6][C:5]([C:8]([C:11]2[CH:16]=[CH:15][C:14]([OH:17])=[CH:13][CH:12]=2)([CH3:10])[CH3:9])=[CH:4][CH:3]=1.[C:18]1([OH:24])[CH:23]=[CH:22][CH:21]=[CH:20][CH:19]=1.[S]. Product: [OH:1][C:2]1[CH:3]=[CH:4][C:5]([C:8]([C:11]2[CH:12]=[CH:13][C:14]([OH:17])=[CH:15][CH:16]=2)([CH3:10])[CH3:9])=[CH:6][CH:7]=1.[C:18]1([OH:24])[CH:23]=[CH:22][CH:21]=[CH:20][CH:19]=1. (3) Product: [CH2:1]([C:4]1[C:12]([N:13]([CH2:20][CH3:21])[CH:14]2[CH2:19][CH2:18][O:17][CH2:16][CH2:15]2)=[CH:11][CH:10]=[CH:9][C:5]=1[C:6]([NH:52][CH2:51][C:43]1[C:44]([O:49][CH3:50])=[N:45][C:46]([CH3:48])=[CH:47][C:42]=1[CH2:36][CH2:37][CH2:38][CH2:39][CH:40]=[CH2:41])=[O:8])[CH:2]=[CH2:3]. The catalyst class is: 3. Reactant: [CH2:1]([C:4]1[C:12]([N:13]([CH2:20][CH3:21])[CH:14]2[CH2:19][CH2:18][O:17][CH2:16][CH2:15]2)=[CH:11][CH:10]=[CH:9][C:5]=1[C:6]([OH:8])=O)[CH:2]=[CH2:3].C1C=NC2N(O)N=NC=2C=1.C(Cl)CCl.[CH2:36]([C:42]1[CH:47]=[C:46]([CH3:48])[N:45]=[C:44]([O:49][CH3:50])[C:43]=1[CH2:51][NH2:52])[CH2:37][CH2:38][CH2:39][CH:40]=[CH2:41].CN1CCOCC1. (4) Reactant: I[C:2]1[CH:30]=[CH:29][C:5]2[N:6]([CH2:10][C:11]3[CH:16]=[CH:15][C:14]([O:17][CH2:18][C:19]4[CH:20]=[N:21][C:22]([O:25][CH3:26])=[CH:23][CH:24]=4)=[C:13]([O:27][CH3:28])[CH:12]=3)[C:7]([NH2:9])=[N:8][C:4]=2[CH:3]=1.[CH3:31][N:32]1[CH2:37][CH2:36][NH:35][C:34](=[O:38])[CH2:33]1.CN[C@@H]1CCCC[C@H]1NC.P([O-])([O-])([O-])=O.[K+].[K+].[K+]. Product: [NH2:9][C:7]1[N:6]([CH2:10][C:11]2[CH:16]=[CH:15][C:14]([O:17][CH2:18][C:19]3[CH:20]=[N:21][C:22]([O:25][CH3:26])=[CH:23][CH:24]=3)=[C:13]([O:27][CH3:28])[CH:12]=2)[C:5]2[CH:4]=[CH:3][C:2]([N:35]3[CH2:36][CH2:37][N:32]([CH3:31])[CH2:33][C:34]3=[O:38])=[CH:30][C:29]=2[N:8]=1. The catalyst class is: 185. (5) Reactant: [OH:1][C:2]1[C:3](=[O:32])[C:4]([C:19]([NH:21][CH2:22][C:23]2[C:28]([F:29])=[CH:27][C:26]([F:30])=[CH:25][C:24]=2[F:31])=[O:20])=[CH:5][N:6]2[C:16]=1[C:15](=[O:17])[N:14]1[C@H:8]([O:9][C@H:10]3[CH2:18][C@@H:13]1[CH2:12][CH2:11]3)[CH2:7]2.[OH-].[Na+:34]. Product: [O:17]=[C:15]1[N:14]2[C@H:8]([O:9][C@H:10]3[CH2:18][C@@H:13]2[CH2:12][CH2:11]3)[CH2:7][N:6]2[CH:5]=[C:4]([C:19](=[O:20])[NH:21][CH2:22][C:23]3[C:28]([F:29])=[CH:27][C:26]([F:30])=[CH:25][C:24]=3[F:31])[C:3](=[O:32])[C:2]([O-:1])=[C:16]12.[Na+:34]. The catalyst class is: 8.